Predict the reactants needed to synthesize the given product. From a dataset of Full USPTO retrosynthesis dataset with 1.9M reactions from patents (1976-2016). (1) Given the product [CH3:1][O:2][C:3]1[CH:4]=[CH:5][C:6]([CH2:10][CH2:11][C:12]2[CH:13]=[CH:14][C:15]([O:18][CH3:19])=[CH:16][CH:17]=2)=[C:7]([NH:9][CH2:34][C:33]2[CH:32]=[CH:31][C:30]([O:29][CH2:28][CH2:27][N:21]3[CH2:26][CH2:25][CH2:24][CH2:23][CH2:22]3)=[CH:38][CH:37]=2)[CH:8]=1, predict the reactants needed to synthesize it. The reactants are: [CH3:1][O:2][C:3]1[CH:4]=[CH:5][C:6]([CH2:10][CH2:11][C:12]2[CH:17]=[CH:16][C:15]([O:18][CH3:19])=[CH:14][CH:13]=2)=[C:7]([NH2:9])[CH:8]=1.Cl.[N:21]1([CH2:27][CH2:28][O:29][C:30]2[CH:38]=[CH:37][C:33]([C:34](Cl)=O)=[CH:32][CH:31]=2)[CH2:26][CH2:25][CH2:24][CH2:23][CH2:22]1. (2) Given the product [C:1]([O:4][CH2:5][CH2:6][N:7]([C@H:8]1[C:16]2[C:11](=[C:12]([C:17]3[N:21]=[C:20]([C:22]4[CH:27]=[CH:26][C:25]([O:28][CH:29]([CH3:31])[CH3:30])=[C:24]([C:32]#[N:33])[CH:23]=4)[O:19][N:18]=3)[CH:13]=[CH:14][CH:15]=2)[CH2:10][CH2:9]1)[S:35]([CH3:34])(=[O:37])=[O:36])(=[O:3])[CH3:2], predict the reactants needed to synthesize it. The reactants are: [C:1]([O:4][CH2:5][CH2:6][NH:7][C@H:8]1[C:16]2[C:11](=[C:12]([C:17]3[N:21]=[C:20]([C:22]4[CH:27]=[CH:26][C:25]([O:28][CH:29]([CH3:31])[CH3:30])=[C:24]([C:32]#[N:33])[CH:23]=4)[O:19][N:18]=3)[CH:13]=[CH:14][CH:15]=2)[CH2:10][CH2:9]1)(=[O:3])[CH3:2].[CH3:34][S:35](Cl)(=[O:37])=[O:36].C(N(CC)CC)C.